Dataset: Drug-target binding data from BindingDB using Ki measurements. Task: Regression. Given a target protein amino acid sequence and a drug SMILES string, predict the binding affinity score between them. We predict pKi (pKi = -log10(Ki in M); higher means stronger inhibition). Dataset: bindingdb_ki. (1) The small molecule is CC[C@H](C)C(=O)O[C@H]1C[C@H](O)C=C2C=C[C@H](C)[C@H](CC[C@@H](O)C[C@@H](O)CC(=O)O)[C@H]21. The target protein (O70127) has sequence MSDSVILRSVKKFGEENHAFESDGSHNNDKKSRLQDKMKEGDIRVGFFELFRFSSSKDIWLMLMGGVCALLHGMAQPGILIIFGIMTDIFIKYDIERQELEIPGKACVNNTIVWINSSFHQNMTNGTVCGLVDIESEMIKFSGIYAGVGMTVLILGYFQIRLWVITGARQIRRMRKIYFRRIMRMEIGWFDCTSVGELNSRFADDIEKINDAIADQLAHFLQRMSTAMCGLLLGFYRGWKLTLVILAVSPLIGIGAAVIGLSIAKFTELELKAYAKAGSIADEVLSSIRTVAAFGGENKEVERYEKNLVFAQRWGIWKGMVMGFFTGYMWCLIFFCYALAFWYGSTLVLDEEEYTPGTLVQIFLCVILAAMNIGHASSCLEIFSTGCSAATNIFQTIDRQPVIDCMSGDGYKLDRIKGEIEFHNVTFHYPSRPDVKILDNLSMVIKPGETTALVGSSGAGKSTALQLIQRFYDPCEGMVTLDGHDIRSLNIRWLRDQIGI.... The pKi is 5.0. (2) The compound is CC(C)C[C@H](NC(=O)[C@H](CC(C)C)NC(=O)[C@H](Cc1ccc(O)cc1)NC(=O)CNC(=O)[C@H](C)NC(=O)[C@H](CO)NC(=O)[C@H](CC(N)=O)NC(=O)[C@H](CC(C)C)NC(=O)[C@@H](NC(=O)[C@H](Cc1c[nH]c2ccccc12)NC(=O)CN)[C@@H](C)O)C(=O)NCC(=O)N1CCC[C@H]1C(=O)N[C@@H](Cc1cnc[nH]1)C(=O)N[C@@H](C)C(=O)O. The target protein (O08726) has sequence MNGSGSQGAENTSQEGGSGGWQPEAVLVPLFFALIFLVGTVGNALVLAVLLRGGQAVSTTNLFILNLGVADLCFILCCVPFQATIYTLDDWVFGSLLCKAVHFLIFLTMHASSFTLAAVSLDRYLAIRYPLHSRELRTPRNALAAIGLIWGLALLFSGPYLSYYRQSQLANLTVCHPAWSAPRRRAMDLCTFVFSYLLPVLVLSLTYARTLRYLWRTVDPVTAGSGSQRAKRKVTRMIIIVAVLFCLCWMPHHALILCVWFGRFPLTRATYALRILSHLVSYANSCVNPIVYALVSKHFRKGFRKICAGLLRPAPRRASGRVSILAPGNHSGSMLEQESTDLTQVSEAAGPLVPPPALPNCTASSRTLDPAC. The pKi is 9.1. (3) The drug is CC(C)(C(=O)c1cccnc1)c1cccnc1. The target protein (P15150) has sequence MALWAKARVRMAGPWLSLHEARLLGTRGAAAPKAVLPFEAMPRCPGNKWMRMLQIWKEQSSENMHLDMHQTFQELGPIFRYDVGGRHMVFVMLPEDVERLQQADSHHPQRMILEPWLAYRQARGHKCGVFLLNGPQWRLDRLRLNPDVLSLPALQKYTPLVDGVARDFSQTLKARVLQNARGSLTLDIAPSVFRYTIEASTLVLYGERLGLLTQQPNPDSLNFIHALEAMLKSTVQLMFVPRRLSRWMSTNMWREHFEAWDYIFQYANRAIQRIYQELALGHPWHYSGIVAELLMRADMTLDTIKANTIDLTAGSVDTTAFPLLMTLFELARNPEVQQAVRQESLVAEARISENPQRAITELPLLRAALKETLRLYPVGITLEREVSSDLVLQNYHIPAGTLVKVLLYSLGRNPAVFARPESYHPQRWLDRQGSGSRFPHLAFGFGVRQCLGRRVAEVEMLLLLHHVLKNFLVETLEQEDIKMVYRFILMPSTLPLFTFR.... The pKi is 6.2. (4) The pKi is 7.0. The drug is CC(=O)N[C@@H](CCCNC(=N)N)C(=O)N[C@H]1CCC(=O)NCCC[C@@H](C(N)=O)NC(=O)[C@H](Cc2c[nH]c3ccccc23)NC(=O)[C@H](CCCNC(=N)N)NC(=O)[C@@H](Cc2ccc(F)cc2)NC(=O)[C@@H]2C[C@@H](O)CN2C1=O. The target protein (Q01726) has sequence MAVQGSQRRLLGSLNSTPTAIPQLGLAANQTGARCLEVSISDGLFLSLGLVSLVENALVVATIAKNRNLHSPMYCFICCLALSDLLVSGSNVLETAVILLLEAGALVARAAVLQQLDNVIDVITCSSMLSSLCFLGAIAVDRYISIFYALRYHSIVTLPRARRAVAAIWVASVVFSTLFIAYYDHVAVLLCLVVFFLAMLVLMAVLYVHMLARACQHAQGIARLHKRQRPVHQGFGLKGAVTLTILLGIFFLCWGPFFLHLTLIVLCPEHPTCGCIFKNFNLFLALIICNAIIDPLIYAFHSQELRRTLKEVLTCSW. (5) The drug is O=C(CN1C(=O)/C(=C/c2ccc(O)c(O)c2)SC1=S)NCCSc1cc(C(=O)[O-])nc(C(=O)[O-])c1. The target protein (P04036) has sequence MHDANIRVAIAGAGGRMGRQLIQAALALEGVQLGAALEREGSSLLGSDAGELAGAGKTGVTVQSSLDAVKDDFDVFIDFTRPEGTLNHLAFCRQHGKGMVIGTTGFDEAGKQAIRDAAADIAIVFAANFSVGVNVMLKLLEKAAKVMGDYTDIEIIEAHHRHKVDAPSGTALAMGEAIAHALDKDLKDCAVYSREGHTGERVPGTIGFATVRAGDIVGEHTAMFADIGERLEITHKASSRMTFANGAVRSALWLSGKESGLFDMRDVLDLNNL. The pKi is 7.0. (6) The small molecule is CCCCCc1cc2c(c3c1CCCO3)C1CC(=O)CC[C@H]1C(C)(C)O2. The target protein (Q9QZN9) has sequence MAGCRELELTNGSNGGLEFNPMKEYMILSDAQQIAVAVLCTLMGLLSALENVAVLYLILSSQRLRRKPSYLFIGSLAGADFLASVIFACNFVIFHVFHGVDSRNIFLLKIGSVTMTFTASVGSLLLTAVDRYLCLCYPPTYKALVTRGRALVALGVMWVLSALISYLPLMGWTCCPSPCSELFPLIPNDYLLGWLLFIAILFSGIIYTYGYVLWKAHQHVASLAEHQDRQVPGIARMRLDVRLAKTLGLVMAVLLICWFPALALMGHSLVTTLSDKVKEAFAFCSMLCLVNSMINPIIYALRSGEIRSAAQHCLTGWKKYLQGLGSEGKEEAPKSSVTETEAEVKTTTGPGSRTPGCSNC. The pKi is 7.6.